Dataset: Catalyst prediction with 721,799 reactions and 888 catalyst types from USPTO. Task: Predict which catalyst facilitates the given reaction. (1) Reactant: C(O)(C(F)(F)F)=O.[F:8][C:9]1[CH:58]=[CH:57][C:12]([CH2:13][N:14]([CH2:22][C:23]2[O:27][CH:26]=[C:25]([C:28]3[CH:56]=[CH:55][C:31]4[N:32](C(C5C=CC=CC=5)(C5C=CC=CC=5)C5C=CC=CC=5)[C:33](=[O:35])[O:34][C:30]=4[CH:29]=3)[CH:24]=2)[CH:15]2[CH2:20][CH2:19][N:18]([CH3:21])[CH2:17][CH2:16]2)=[CH:11][CH:10]=1. Product: [F:8][C:9]1[CH:10]=[CH:11][C:12]([CH2:13][N:14]([CH2:22][C:23]2[O:27][CH:26]=[C:25]([C:28]3[CH:56]=[CH:55][C:31]4[NH:32][C:33](=[O:35])[O:34][C:30]=4[CH:29]=3)[CH:24]=2)[CH:15]2[CH2:20][CH2:19][N:18]([CH3:21])[CH2:17][CH2:16]2)=[CH:57][CH:58]=1. The catalyst class is: 4. (2) Reactant: [OH-].[Na+].C(O)(=O)C(O)=O.[C:9]1([C:30]2[CH:35]=[CH:34][CH:33]=[CH:32][CH:31]=2)[CH:14]=[CH:13][C:12]([CH2:15][CH:16]2[C:25]3[C:20](=[CH:21][C:22]([O:28][CH3:29])=[C:23]([O:26][CH3:27])[CH:24]=3)[CH2:19][CH2:18][NH:17]2)=[CH:11][CH:10]=1. Product: [C:9]1([C:30]2[CH:35]=[CH:34][CH:33]=[CH:32][CH:31]=2)[CH:10]=[CH:11][C:12]([CH2:15][CH:16]2[C:25]3[C:20](=[CH:21][C:22]([O:28][CH3:29])=[C:23]([O:26][CH3:27])[CH:24]=3)[CH2:19][CH2:18][NH:17]2)=[CH:13][CH:14]=1. The catalyst class is: 4. (3) Product: [F:12][C:13]1[CH:18]=[C:17]([N+:19]([O-:21])=[O:20])[CH:16]=[C:15]([F:22])[C:14]=1[N:6]1[CH:7]=[CH:8][C:3]([O:2][CH3:1])=[C:4]([C:10]#[N:11])[C:5]1=[O:9]. The catalyst class is: 9. Reactant: [CH3:1][O:2][C:3]1[CH:8]=[CH:7][NH:6][C:5](=[O:9])[C:4]=1[C:10]#[N:11].[F:12][C:13]1[CH:18]=[C:17]([N+:19]([O-:21])=[O:20])[CH:16]=[C:15]([F:22])[C:14]=1F.C(=O)([O-])[O-].[K+].[K+].C(=O)([O-])O.[Na+]. (4) Reactant: [C:1]12([C:11]3[CH:16]=[C:15]([C:17]4[CH:22]=[CH:21][C:20]([CH:23]5[O:27]CCO5)=[CH:19][N:18]=4)[CH:14]=[C:13]([NH2:28])[C:12]=3O)[CH2:10][CH:5]3[CH2:6][CH:7]([CH2:9][CH:3]([CH2:4]3)[CH2:2]1)[CH2:8]2.[C:30](OC(=O)C)(=[O:32])[CH3:31].C1(C)C=CC(S(O)(=O)=O)=CC=1. Product: [C:1]12([C:11]3[C:12]4[O:32][C:30]([CH3:31])=[N:28][C:13]=4[CH:14]=[C:15]([C:17]4[N:18]=[CH:19][C:20]([CH:23]=[O:27])=[CH:21][CH:22]=4)[CH:16]=3)[CH2:10][CH:5]3[CH2:4][CH:3]([CH2:9][CH:7]([CH2:6]3)[CH2:8]1)[CH2:2]2. The catalyst class is: 11. (5) Reactant: [OH:1][C:2]1[C:3]2[CH:14]=[C:13]([C:15]([F:18])([F:17])[F:16])[CH:12]=[CH:11][C:4]=2[S:5][C:6]=1[C:7]([O:9][CH3:10])=[O:8].[C:19](Cl)(=[O:21])[CH3:20].C(N(CC)CC)C. Product: [C:19]([O:1][C:2]1[C:3]2[CH:14]=[C:13]([C:15]([F:18])([F:16])[F:17])[CH:12]=[CH:11][C:4]=2[S:5][C:6]=1[C:7]([O:9][CH3:10])=[O:8])(=[O:21])[CH3:20]. The catalyst class is: 7. (6) Reactant: [F:1][C:2]([F:34])([F:33])[C:3]1[CH:4]=[C:5]([C:13]([N:15]2[CH2:20][CH2:19][C@H:18]([N:21]3[CH2:26][CH2:25][NH:24][CH2:23][CH2:22]3)[C@H:17]([C:27]3[CH:32]=[CH:31][CH:30]=[CH:29][CH:28]=3)[CH2:16]2)=[O:14])[CH:6]=[C:7]([C:9]([F:12])([F:11])[F:10])[CH:8]=1.Cl[C:36]1[N:41]=[CH:40][CH:39]=[CH:38][N:37]=1. Product: [F:34][C:2]([F:33])([F:1])[C:3]1[CH:4]=[C:5]([C:13]([N:15]2[CH2:20][CH2:19][C@H:18]([N:21]3[CH2:26][CH2:25][N:24]([C:36]4[N:41]=[CH:40][CH:39]=[CH:38][N:37]=4)[CH2:23][CH2:22]3)[C@H:17]([C:27]3[CH:32]=[CH:31][CH:30]=[CH:29][CH:28]=3)[CH2:16]2)=[O:14])[CH:6]=[C:7]([C:9]([F:10])([F:11])[F:12])[CH:8]=1. The catalyst class is: 2. (7) Reactant: [Cl:1][C:2]1[CH:7]=[CH:6][C:5]([N:8]2[C:16]([CH:17]([CH:30]3[CH2:35][CH2:34][CH2:33][CH2:32][CH2:31]3)[C:18]([NH:20][C:21]3[CH:26]=[CH:25][C:24]([C:27]#[N:28])=[CH:23][C:22]=3[F:29])=[O:19])=[C:15]3[C:10]([CH2:11][CH2:12][CH2:13][CH2:14]3)=[N:9]2)=[CH:4][CH:3]=1.[NH4+].[Cl-].[N-:38]=[N+:39]=[N-:40].[Na+]. Product: [Cl:1][C:2]1[CH:3]=[CH:4][C:5]([N:8]2[C:16]([CH:17]([CH:30]3[CH2:35][CH2:34][CH2:33][CH2:32][CH2:31]3)[C:18]([NH:20][C:21]3[CH:26]=[CH:25][C:24]([C:27]4[NH:40][N:39]=[N:38][N:28]=4)=[CH:23][C:22]=3[F:29])=[O:19])=[C:15]3[C:10]([CH2:11][CH2:12][CH2:13][CH2:14]3)=[N:9]2)=[CH:6][CH:7]=1. The catalyst class is: 3. (8) Product: [N:22]1[CH:23]=[CH:24][CH:25]=[CH:26][C:21]=1[N:19]1[C:9]([OH:11])=[CH:8][C:6]([C:5]2[CH:14]=[CH:15][CH:16]=[C:3]([C:2]([F:1])([F:17])[F:18])[CH:4]=2)=[N:20]1. Reactant: [F:1][C:2]([F:18])([F:17])[C:3]1[CH:4]=[C:5]([CH:14]=[CH:15][CH:16]=1)[C:6]([CH2:8][C:9]([O:11]CC)=O)=O.[NH:19]([C:21]1[CH:26]=[CH:25][CH:24]=[CH:23][N:22]=1)[NH2:20]. The catalyst class is: 8. (9) Reactant: [O:1]=[C:2]1[N:11]([C:12]2[O:16][C:15]([C:17]([OH:19])=O)=[CH:14][CH:13]=2)[C:10](=[O:20])[C:9]2[C:4](=[CH:5][CH:6]=[CH:7][CH:8]=2)[NH:3]1.[NH:21]1[C:30]2[C:25](=[CH:26][CH:27]=[CH:28][CH:29]=2)[CH2:24][CH2:23][CH2:22]1.CN1C=CN=C1.Cl.C(N=C=NCCCN(C)C)C.Cl. Product: [N:21]1([C:17]([C:15]2[O:16][C:12]([N:11]3[C:10](=[O:20])[C:9]4[C:4](=[CH:5][CH:6]=[CH:7][CH:8]=4)[NH:3][C:2]3=[O:1])=[CH:13][CH:14]=2)=[O:19])[C:30]2[C:25](=[CH:26][CH:27]=[CH:28][CH:29]=2)[CH2:24][CH2:23][CH2:22]1. The catalyst class is: 118. (10) The catalyst class is: 815. Product: [OH:32][N:31]=[C:8]([C:6]1[CH:5]=[CH:4][C:3](=[O:29])[N:2]([CH3:1])[CH:7]=1)[CH2:9][C@H:10]([C:18]1[CH:19]=[CH:20][C:21]([S:24]([CH3:27])(=[O:26])=[O:25])=[CH:22][CH:23]=1)[C:11]1[CH:16]=[CH:15][CH:14]=[CH:13][C:12]=1[CH3:17]. Reactant: [CH3:1][N:2]1[CH:7]=[C:6]([C:8](=O)[CH2:9][C@H:10]([C:18]2[CH:23]=[CH:22][C:21]([S:24]([CH3:27])(=[O:26])=[O:25])=[CH:20][CH:19]=2)[C:11]2[CH:16]=[CH:15][CH:14]=[CH:13][C:12]=2[CH3:17])[CH:5]=[CH:4][C:3]1=[O:29].Cl.[NH2:31][OH:32].C(=O)([O-])O.[Na+].